This data is from Full USPTO retrosynthesis dataset with 1.9M reactions from patents (1976-2016). The task is: Predict the reactants needed to synthesize the given product. (1) Given the product [CH2:27]([O:26][CH2:25][C:16]1[C:17]([C:18]2[CH:23]=[CH:22][C:21]([CH3:24])=[CH:20][CH:19]=2)=[C:4]2[N:3]=[C:2]([NH:31][CH2:30][CH2:29][OH:41])[CH:7]=[C:6]([C:8]3[CH:13]=[CH:12][C:11]([F:14])=[CH:10][CH:9]=3)[N:5]2[N:15]=1)[CH3:28], predict the reactants needed to synthesize it. The reactants are: Cl[C:2]1[CH:7]=[C:6]([C:8]2[CH:13]=[CH:12][C:11]([F:14])=[CH:10][CH:9]=2)[N:5]2[N:15]=[C:16]([CH2:25][O:26][CH2:27][CH3:28])[C:17]([C:18]3[CH:23]=[CH:22][C:21]([CH3:24])=[CH:20][CH:19]=3)=[C:4]2[N:3]=1.[CH3:29][CH2:30][N:31](C(C)C)C(C)C.NC([OH:41])C. (2) Given the product [C:12]1([C:2]2([CH3:1])[C:9](=[O:10])[N:8]([CH3:11])[C:6](=[O:7])[N:5]([CH2:21][C:22](=[O:23])[C:24]3[CH:29]=[CH:28][CH:27]=[CH:26][CH:25]=3)[C:3]2=[O:4])[CH2:17][CH2:16][CH2:15][CH2:14][CH:13]=1, predict the reactants needed to synthesize it. The reactants are: [CH3:1][C:2]1([C:12]2[CH2:17][CH2:16][CH2:15][CH2:14][CH:13]=2)[C:9](=[O:10])[N:8]([CH3:11])[C:6](=[O:7])[NH:5][C:3]1=[O:4].[H-].[Na+].Br[CH2:21][C:22]([C:24]1[CH:29]=[CH:28][CH:27]=[CH:26][CH:25]=1)=[O:23]. (3) Given the product [CH3:1][C:2]1[C:7]([CH:8]([CH2:14][CH2:15][CH3:16])[C:9]([OH:11])=[O:10])=[C:6]([C:17]2[CH:22]=[CH:21][C:20]([CH3:23])=[CH:19][CH:18]=2)[N:5]2[N:24]=[CH:25][C:26]([C:27]3[CH:28]=[CH:29][CH:30]=[CH:31][CH:32]=3)=[C:4]2[N:3]=1, predict the reactants needed to synthesize it. The reactants are: [CH3:1][C:2]1[C:7]([CH:8]([CH2:14][CH2:15][CH3:16])[C:9]([O:11]CC)=[O:10])=[C:6]([C:17]2[CH:22]=[CH:21][C:20]([CH3:23])=[CH:19][CH:18]=2)[N:5]2[N:24]=[CH:25][C:26]([C:27]3[CH:32]=[CH:31][CH:30]=[CH:29][CH:28]=3)=[C:4]2[N:3]=1.[OH-].[Na+].